Dataset: NCI-60 drug combinations with 297,098 pairs across 59 cell lines. Task: Regression. Given two drug SMILES strings and cell line genomic features, predict the synergy score measuring deviation from expected non-interaction effect. (1) Drug 1: CCCS(=O)(=O)NC1=C(C(=C(C=C1)F)C(=O)C2=CNC3=C2C=C(C=N3)C4=CC=C(C=C4)Cl)F. Drug 2: CC1=C(C=C(C=C1)NC2=NC=CC(=N2)N(C)C3=CC4=NN(C(=C4C=C3)C)C)S(=O)(=O)N.Cl. Cell line: HCT116. Synergy scores: CSS=8.05, Synergy_ZIP=8.57, Synergy_Bliss=12.2, Synergy_Loewe=9.32, Synergy_HSA=9.27. (2) Drug 1: CC1C(C(=O)NC(C(=O)N2CCCC2C(=O)N(CC(=O)N(C(C(=O)O1)C(C)C)C)C)C(C)C)NC(=O)C3=C4C(=C(C=C3)C)OC5=C(C(=O)C(=C(C5=N4)C(=O)NC6C(OC(=O)C(N(C(=O)CN(C(=O)C7CCCN7C(=O)C(NC6=O)C(C)C)C)C)C(C)C)C)N)C. Drug 2: CCCCC(=O)OCC(=O)C1(CC(C2=C(C1)C(=C3C(=C2O)C(=O)C4=C(C3=O)C=CC=C4OC)O)OC5CC(C(C(O5)C)O)NC(=O)C(F)(F)F)O. Cell line: SK-OV-3. Synergy scores: CSS=47.9, Synergy_ZIP=2.66, Synergy_Bliss=11.2, Synergy_Loewe=-0.137, Synergy_HSA=7.40. (3) Drug 1: CC(C1=C(C=CC(=C1Cl)F)Cl)OC2=C(N=CC(=C2)C3=CN(N=C3)C4CCNCC4)N. Drug 2: C1=NC(=NC(=O)N1C2C(C(C(O2)CO)O)O)N. Cell line: SK-MEL-28. Synergy scores: CSS=-1.72, Synergy_ZIP=3.43, Synergy_Bliss=3.88, Synergy_Loewe=-3.22, Synergy_HSA=-2.22. (4) Drug 1: CN1CCC(CC1)COC2=C(C=C3C(=C2)N=CN=C3NC4=C(C=C(C=C4)Br)F)OC. Drug 2: CC1=C2C(C(=O)C3(C(CC4C(C3C(C(C2(C)C)(CC1OC(=O)C(C(C5=CC=CC=C5)NC(=O)OC(C)(C)C)O)O)OC(=O)C6=CC=CC=C6)(CO4)OC(=O)C)OC)C)OC. Cell line: SN12C. Synergy scores: CSS=35.1, Synergy_ZIP=-3.98, Synergy_Bliss=-4.33, Synergy_Loewe=-10.4, Synergy_HSA=-1.29. (5) Drug 1: COC1=C(C=C2C(=C1)N=CN=C2NC3=CC(=C(C=C3)F)Cl)OCCCN4CCOCC4. Drug 2: CNC(=O)C1=NC=CC(=C1)OC2=CC=C(C=C2)NC(=O)NC3=CC(=C(C=C3)Cl)C(F)(F)F. Cell line: LOX IMVI. Synergy scores: CSS=29.3, Synergy_ZIP=-2.13, Synergy_Bliss=-2.23, Synergy_Loewe=-12.4, Synergy_HSA=-0.349. (6) Drug 1: CC12CCC3C(C1CCC2O)C(CC4=C3C=CC(=C4)O)CCCCCCCCCS(=O)CCCC(C(F)(F)F)(F)F. Drug 2: C1=CN(C=N1)CC(O)(P(=O)(O)O)P(=O)(O)O. Cell line: BT-549. Synergy scores: CSS=0.707, Synergy_ZIP=-0.473, Synergy_Bliss=-3.13, Synergy_Loewe=-3.50, Synergy_HSA=-3.42. (7) Drug 1: CS(=O)(=O)C1=CC(=C(C=C1)C(=O)NC2=CC(=C(C=C2)Cl)C3=CC=CC=N3)Cl. Drug 2: CC1C(C(CC(O1)OC2CC(CC3=C2C(=C4C(=C3O)C(=O)C5=C(C4=O)C(=CC=C5)OC)O)(C(=O)C)O)N)O.Cl. Cell line: HT29. Synergy scores: CSS=28.0, Synergy_ZIP=6.18, Synergy_Bliss=8.53, Synergy_Loewe=-10.7, Synergy_HSA=6.12.